This data is from Full USPTO retrosynthesis dataset with 1.9M reactions from patents (1976-2016). The task is: Predict the reactants needed to synthesize the given product. (1) Given the product [N+:12]([C:15]1[CH:16]=[CH:17][C:18]([NH:21]/[N:22]=[CH:9]/[CH:5]2[C:6](=[O:8])[NH:7][C:2](=[O:1])[NH:3][C:4]2=[O:11])=[CH:19][CH:20]=1)([O-:14])=[O:13], predict the reactants needed to synthesize it. The reactants are: [O:1]=[C:2]1[NH:7][C:6](=[O:8])[CH:5]([CH:9]=O)[C:4](=[O:11])[NH:3]1.[N+:12]([C:15]1[CH:20]=[CH:19][C:18]([NH:21][NH2:22])=[CH:17][CH:16]=1)([O-:14])=[O:13]. (2) Given the product [CH:1]1([N:4]2[C:9](=[O:10])[C:8]3[C:11]([NH:18][C:19]4[CH:24]=[CH:23][C:22]([I:25])=[CH:21][C:20]=4[F:26])=[C:12]([F:17])[C:13](=[O:16])[N:14]([CH3:15])[C:7]=3[C:6]([C:27]3[CH:28]=[C:29]([N:33]([CH3:38])[S:34]([CH3:37])(=[O:35])=[O:36])[CH:30]=[CH:31][CH:32]=3)=[N:5]2)[CH2:2][CH2:3]1, predict the reactants needed to synthesize it. The reactants are: [CH:1]1([N:4]2[C:9](=[O:10])[C:8]3[C:11]([NH:18][C:19]4[CH:24]=[CH:23][C:22]([I:25])=[CH:21][C:20]=4[F:26])=[C:12]([F:17])[C:13](=[O:16])[N:14]([CH3:15])[C:7]=3[C:6]([C:27]3[CH:28]=[C:29]([NH:33][S:34]([CH3:37])(=[O:36])=[O:35])[CH:30]=[CH:31][CH:32]=3)=[N:5]2)[CH2:3][CH2:2]1.[C:38]([O-])([O-])=O.[K+].[K+].CI. (3) Given the product [NH2:1][C:2]1[N:12]([CH2:13][CH2:14][CH2:15][NH:16][C:17](=[O:23])[O:18][C:19]([CH3:22])([CH3:21])[CH3:20])[C:6]2[N:7]=[C:8]([NH:40][C:37]3[CH:36]=[CH:35][C:34]([N:28]4[CH2:33][CH2:32][O:31][CH2:30][CH2:29]4)=[CH:39][CH:38]=3)[N:9]=[CH:10][C:5]=2[C:4](=[O:24])[C:3]=1[C:25](=[O:27])[NH2:26], predict the reactants needed to synthesize it. The reactants are: [NH2:1][C:2]1[N:12]([CH2:13][CH2:14][CH2:15][NH:16][C:17](=[O:23])[O:18][C:19]([CH3:22])([CH3:21])[CH3:20])[C:6]2[N:7]=[C:8](Cl)[N:9]=[CH:10][C:5]=2[C:4](=[O:24])[C:3]=1[C:25](=[O:27])[NH2:26].[N:28]1([C:34]2[CH:39]=[CH:38][C:37]([NH2:40])=[CH:36][CH:35]=2)[CH2:33][CH2:32][O:31][CH2:30][CH2:29]1.O.C([O-])(O)=O.[Na+]. (4) Given the product [CH2:36]([O:43][C:44]1[CH:45]=[CH:46][C:47]([CH2:48][C@@H:11]([C:12]([O:14][C:15]([CH3:16])([CH3:18])[CH3:17])=[O:13])[CH2:10][C@H:9]([C:19]([O:21][C:22]([CH3:25])([CH3:24])[CH3:23])=[O:20])[NH:8][C:1]([O:3][C:4]([CH3:7])([CH3:6])[CH3:5])=[O:2])=[CH:50][CH:51]=1)[C:37]1[CH:38]=[CH:39][CH:40]=[CH:41][CH:42]=1, predict the reactants needed to synthesize it. The reactants are: [C:1]([NH:8][C@@H:9]([C:19]([O:21][C:22]([CH3:25])([CH3:24])[CH3:23])=[O:20])[CH2:10][CH2:11][C:12]([O:14][C:15]([CH3:18])([CH3:17])[CH3:16])=[O:13])([O:3][C:4]([CH3:7])([CH3:6])[CH3:5])=[O:2].C[Si]([N-][Si](C)(C)C)(C)C.[Li+].[CH2:36]([O:43][C:44]1[CH:51]=[CH:50][C:47]([CH2:48]Br)=[CH:46][CH:45]=1)[C:37]1[CH:42]=[CH:41][CH:40]=[CH:39][CH:38]=1. (5) Given the product [C:1]([O:5][C:6]([NH:8][CH2:9][CH2:10][N:11]1[C:15]([C:16]([O:18][CH2:19][CH3:20])=[O:17])=[CH:14][C:13]([O:21][CH2:27][C:26]2[CH:29]=[CH:30][C:23]([F:22])=[CH:24][CH:25]=2)=[N:12]1)=[O:7])([CH3:4])([CH3:3])[CH3:2], predict the reactants needed to synthesize it. The reactants are: [C:1]([O:5][C:6]([NH:8][CH2:9][CH2:10][N:11]1[C:15]([C:16]([O:18][CH2:19][CH3:20])=[O:17])=[CH:14][C:13]([OH:21])=[N:12]1)=[O:7])([CH3:4])([CH3:3])[CH3:2].[F:22][C:23]1[CH:30]=[CH:29][C:26]([CH2:27]Br)=[CH:25][CH:24]=1. (6) The reactants are: [H-].[Na+].[Cl:3][C:4]1[CH:9]=[CH:8][CH:7]=[CH:6][C:5]=1[N:10]1[C:14]([C:15]2[S:16][C:17]([C:20]3[CH:25]=[CH:24][CH:23]=[C:22]([S:26]([CH3:29])(=[O:28])=[O:27])[CH:21]=3)=[CH:18][CH:19]=2)=[CH:13][C:12]([CH2:30][OH:31])=[N:11]1.Br.Br[CH2:34][C:35]1[CH:40]=[CH:39][CH:38]=[CH:37][N:36]=1.CN(C=[O:45])C. Given the product [Cl:3][C:4]1[CH:9]=[CH:8][CH:7]=[CH:6][C:5]=1[N:10]1[C:14]([C:15]2[S:16][C:17]([C:20]3[CH:25]=[CH:24][CH:23]=[C:22]([S:26]([CH3:29])(=[O:27])=[O:28])[CH:21]=3)=[CH:18][CH:19]=2)=[CH:13][C:12]([CH2:30][O:31][O:45][CH2:34][C:35]2[CH:40]=[CH:39][CH:38]=[CH:37][N:36]=2)=[N:11]1, predict the reactants needed to synthesize it. (7) Given the product [F:8][C:9]1[CH:18]=[CH:17][C:16]([O:19][CH2:20][CH2:21][CH3:22])=[C:5]2[C:10]=1[C:11](=[O:31])[C:12]([C:23]1[CH:28]=[CH:27][C:26]([O:29][CH3:30])=[CH:25][CH:24]=1)=[CH:6][N:4]2[CH3:3], predict the reactants needed to synthesize it. The reactants are: [H-].[Na+].[CH3:3][N:4]([CH:6]=O)[CH3:5].[F:8][C:9]1[CH:18]=[CH:17][C:16]([O:19][CH2:20][CH2:21][CH3:22])=C2[C:10]=1[C:11](=[O:31])[C:12]([C:23]1[CH:28]=[CH:27][C:26]([O:29][CH3:30])=[CH:25][CH:24]=1)=CN2.CI. (8) Given the product [CH3:22][C:21]1[C:20]([C:17]2[CH:18]=[C:19]3[C:9]4[C:10](=[CH:11][N:12]=[C:7]([C:3]5[CH:2]=[N:1][CH:6]=[CH:5][CH:4]=5)[CH:8]=4)[NH:13][C:14]3=[N:15][CH:16]=2)=[CH:25][N:63]=[C:62]([N:75]2[CH2:80][CH2:79][N:78]([C:81]([O:83][C:84]([CH3:87])([CH3:86])[CH3:85])=[O:82])[CH2:77][CH2:76]2)[CH:61]=1, predict the reactants needed to synthesize it. The reactants are: [N:1]1[CH:6]=[CH:5][CH:4]=[C:3]([C:7]2[CH:8]=[C:9]3[C:19]4[C:14](=[N:15][CH:16]=[C:17]([C:20]5[CH:25]=CC(N6CCN(C(OC(C)(C)C)=O)CC6)=[CH:22][CH:21]=5)[CH:18]=4)[NH:13][C:10]3=[CH:11][N:12]=2)[CH:2]=1.BrC1C=C2C3C(=CN=C(C4C=NC=CC=4)C=3)NC2=NC=1.CC1C(B2OC(C)(C)C(C)(C)O2)=C[N:63]=[C:62]([N:75]2[CH2:80][CH2:79][N:78]([C:81]([O:83][C:84]([CH3:87])([CH3:86])[CH3:85])=[O:82])[CH2:77][CH2:76]2)[CH:61]=1. (9) Given the product [CH3:12][Si:11]([CH3:14])([CH3:13])[C:9]#[C:10][C:15]1[CH:3]=[CH:2][CH:6]=[CH:17][C:16]=1[CH3:18], predict the reactants needed to synthesize it. The reactants are: I[C:2]1[C:3](C)=NO[C:6]=1C.[C:9]([Si:11]([CH3:14])([CH3:13])[CH3:12])#[CH:10].[CH3:15][C:16](OC)([CH3:18])[CH3:17]. (10) Given the product [C:1]([NH:4][CH2:5][C:6]([O:8][CH2:9][CH3:10])=[O:7])(=[O:3])[CH3:2], predict the reactants needed to synthesize it. The reactants are: [C:1]([NH:4][CH2:5][C:6]([OH:8])=[O:7])(=[O:3])[CH3:2].[C:9]1(C)C=CC(S(O)(=O)=O)=C[CH:10]=1.